From a dataset of Forward reaction prediction with 1.9M reactions from USPTO patents (1976-2016). Predict the product of the given reaction. Given the reactants CN(C)[CH:3]=[CH:4][C:5]([C:7]1[CH:12]=[CH:11][CH:10]=[CH:9][CH:8]=1)=O.C(=O)(O)O.[NH2:18][C:19]([NH2:21])=[NH:20].C[O-].[Na+], predict the reaction product. The product is: [NH2:20][C:19]1[N:21]=[C:5]([C:7]2[CH:12]=[CH:11][CH:10]=[CH:9][CH:8]=2)[CH:4]=[CH:3][N:18]=1.